The task is: Predict which catalyst facilitates the given reaction.. This data is from Catalyst prediction with 721,799 reactions and 888 catalyst types from USPTO. (1) Product: [CH2:9]([O:8][C:6]1[C:5]([C:11]([F:14])([F:13])[F:12])=[CH:4][C:3]([N+:15]([O-:17])=[O:16])=[C:2]([CH:7]=1)[C:18]#[N:19])[CH3:10]. The catalyst class is: 37. Reactant: Br[C:2]1[CH:7]=[C:6]([O:8][CH2:9][CH3:10])[C:5]([C:11]([F:14])([F:13])[F:12])=[CH:4][C:3]=1[N+:15]([O-:17])=[O:16].[C:18]([Cu])#[N:19].Cl. (2) Reactant: Br[CH2:2][C:3]1[N:8]([CH2:9][CH2:10][C:11]2[CH:20]=[CH:19][C:14]([C:15]([O:17][CH3:18])=[O:16])=[CH:13][CH:12]=2)[C:7](=[O:21])[C:6]([C:22]2[CH:27]=[CH:26][CH:25]=[CH:24][C:23]=2[O:28][C:29]([F:32])([F:31])[F:30])=[CH:5][C:4]=1[C:33]1[CH:38]=[CH:37][CH:36]=[CH:35][C:34]=1[O:39][C:40]([F:43])([F:42])[F:41].C(=O)([O-])[O-].[K+].[K+].Cl.[CH2:51]([C@H:55]1[CH2:59][CH2:58][CH2:57][NH:56]1)[CH:52]([CH3:54])[CH3:53].O. Product: [CH2:51]([C@H:55]1[CH2:59][CH2:58][CH2:57][N:56]1[CH2:2][C:3]1[N:8]([CH2:9][CH2:10][C:11]2[CH:20]=[CH:19][C:14]([C:15]([O:17][CH3:18])=[O:16])=[CH:13][CH:12]=2)[C:7](=[O:21])[C:6]([C:22]2[CH:27]=[CH:26][CH:25]=[CH:24][C:23]=2[O:28][C:29]([F:32])([F:31])[F:30])=[CH:5][C:4]=1[C:33]1[CH:38]=[CH:37][CH:36]=[CH:35][C:34]=1[O:39][C:40]([F:43])([F:42])[F:41])[CH:52]([CH3:54])[CH3:53]. The catalyst class is: 3. (3) Reactant: [S:1]1[C:5]2[CH:6]=[C:7]([C:9](OC)=[O:10])[NH:8][C:4]=2[N:3]=[CH:2]1.[H-].[H-].[H-].[H-].[Li+].[Al+3]. Product: [S:1]1[C:5]2[CH:6]=[C:7]([CH2:9][OH:10])[NH:8][C:4]=2[N:3]=[CH:2]1. The catalyst class is: 1.